This data is from Full USPTO retrosynthesis dataset with 1.9M reactions from patents (1976-2016). The task is: Predict the reactants needed to synthesize the given product. (1) Given the product [S:18]1[C:13]2[CH:14]=[CH:15][CH:16]=[CH:17][C:12]=2[NH:11][CH2:9][CH2:8]1, predict the reactants needed to synthesize it. The reactants are: C([O-])([O-])=O.[K+].[K+].Br[CH2:8][CH2:9]Br.[NH2:11][C:12]1[CH:17]=[CH:16][CH:15]=[CH:14][C:13]=1[SH:18]. (2) Given the product [C:18]([C:10]1[CH:11]=[N:12][C:7]([N:31]2[CH2:36][CH2:43][CH2:42][CH2:41][CH2:40]2)=[N:8][CH:9]=1)#[CH:19], predict the reactants needed to synthesize it. The reactants are: N1CCCCC1[C:7]1[N:12]=[CH:11][C:10](Br)=[CH:9][N:8]=1.[Si]([C:18]#[CH:19])(C)(C)C.C(N(CC)CC)C.CCCC[N+:31]([CH2:40][CH2:41][CH2:42][CH3:43])([CH2:36]CCC)CCCC.[F-]. (3) Given the product [C:1]([N:5]1[CH:9]=[CH:8][C:7]([C:10]([OH:12])=[O:11])=[CH:6]1)([CH3:4])([CH3:3])[CH3:2], predict the reactants needed to synthesize it. The reactants are: [C:1]([N:5]1[CH:9]=[CH:8][C:7]([CH:10]=[O:11])=[CH:6]1)([CH3:4])([CH3:3])[CH3:2].[O-:12][Mn](=O)(=O)=O.[K+].OS([O-])=O.[Na+]. (4) Given the product [Cl:1][C:2]1[CH:11]=[C:10]2[C:5]([C:6](=[O:16])[C:7]([C:13]([O:15][CH2:21][CH3:22])=[O:14])=[CH:8][N:9]2[CH3:12])=[CH:4][CH:3]=1, predict the reactants needed to synthesize it. The reactants are: [Cl:1][C:2]1[CH:11]=[C:10]2[C:5]([C:6](=[O:16])[C:7]([C:13]([OH:15])=[O:14])=[CH:8][N:9]2[CH3:12])=[CH:4][CH:3]=1.O=S(Cl)Cl.[CH3:21][CH2:22]O. (5) Given the product [Cl:1][C:2]1[S:6][C:5]([C:7]([NH:9][CH:10]([CH3:15])[C:11]([OH:13])=[O:12])=[O:8])=[CH:4][CH:3]=1, predict the reactants needed to synthesize it. The reactants are: [Cl:1][C:2]1[S:6][C:5]([C:7]([NH:9][CH:10]([CH3:15])[C:11]([O:13]C)=[O:12])=[O:8])=[CH:4][CH:3]=1.C(O)C. (6) Given the product [CH2:1]([N:8]1[CH2:12][CH:11]2[C:13]3[N:14]([CH2:21][CH:10]2[CH2:9]1)[C:15](=[O:19])[CH:16]=[CH:17][CH:18]=3)[C:2]1[CH:7]=[CH:6][CH:5]=[CH:4][CH:3]=1, predict the reactants needed to synthesize it. The reactants are: [CH2:1]([N:8]1[CH2:12][CH:11]([C:13]2[CH:18]=[CH:17][CH:16]=[C:15]([O:19]C)[N:14]=2)[CH:10]([CH2:21]O)[CH2:9]1)[C:2]1[CH:7]=[CH:6][CH:5]=[CH:4][CH:3]=1.C(N(CC)C(C)C)(C)C.CS(Cl)(=O)=O. (7) Given the product [C:1]1([C:7]2[CH:11]=[CH:10][N:9]([CH2:12][OH:13])[N:8]=2)[CH:2]=[CH:3][CH:4]=[CH:5][CH:6]=1, predict the reactants needed to synthesize it. The reactants are: [C:1]1([C:7]2[CH:11]=[CH:10][NH:9][N:8]=2)[CH:6]=[CH:5][CH:4]=[CH:3][CH:2]=1.[CH2:12]=[O:13].C(N(CC)CC)C. (8) Given the product [Cl:1][C:2]1[N:3]=[C:4]([N:12]2[CH2:13][CH2:14][O:15][CH2:16][CH2:17]2)[C:5]2[S:10][C:9]([CH:37]=[O:38])=[C:8]([CH3:11])[C:6]=2[N:7]=1, predict the reactants needed to synthesize it. The reactants are: [Cl:1][C:2]1[N:3]=[C:4]([N:12]2[CH2:17][CH2:16][O:15][CH2:14][CH2:13]2)[C:5]2[S:10][CH:9]=[C:8]([CH3:11])[C:6]=2[N:7]=1.C([Mg]Cl)(C)C.[Li]CCCC.CCCCCCC.CN(C)[CH:37]=[O:38].Cl.